Dataset: Catalyst prediction with 721,799 reactions and 888 catalyst types from USPTO. Task: Predict which catalyst facilitates the given reaction. Reactant: C(OC([N:8]1[CH2:13][CH2:12][C:11](=O)[CH2:10][CH2:9]1)=O)(C)(C)C.[CH2:15]([NH2:22])[C:16]1[CH:21]=[CH:20][CH:19]=[CH:18][CH:17]=1.[F:23][C:24]([F:37])([F:36])[C:25]1[CH:30]=[CH:29][C:28]([CH:31]=[CH:32][N+]([O-])=O)=[CH:27][CH:26]=1. Product: [CH2:15]([N:22]1[C:11]2[CH2:10][CH2:9][NH:8][CH2:13][C:12]=2[C:31]([C:28]2[CH:29]=[CH:30][C:25]([C:24]([F:23])([F:36])[F:37])=[CH:26][CH:27]=2)=[CH:32]1)[C:16]1[CH:21]=[CH:20][CH:19]=[CH:18][CH:17]=1. The catalyst class is: 10.